Dataset: Full USPTO retrosynthesis dataset with 1.9M reactions from patents (1976-2016). Task: Predict the reactants needed to synthesize the given product. (1) The reactants are: N[CH:2]1[CH2:7][CH2:6][CH2:5][N:4]([CH2:8]/[CH:9]=[CH:10]/[C:11]2[C:12]3[C:13]4[CH:25]=[CH:24][S:23][C:14]=4[C:15](=[O:22])[NH:16][C:17]=3[CH:18]=[CH:19][C:20]=2[OH:21])[CH2:3]1.[CH2:26]=O.[C:28]([BH3-])#[N:29].[Na+]. Given the product [CH3:26][N:29]([CH3:28])[CH:2]1[CH2:7][CH2:6][CH2:5][N:4]([CH2:8]/[CH:9]=[CH:10]/[C:11]2[C:12]3[C:13]4[CH:25]=[CH:24][S:23][C:14]=4[C:15](=[O:22])[NH:16][C:17]=3[CH:18]=[CH:19][C:20]=2[OH:21])[CH2:3]1, predict the reactants needed to synthesize it. (2) Given the product [F:1][C:2]1[CH:7]=[C:6]([F:8])[CH:5]=[CH:4][C:3]=1[C:9]1[C:13]([C:14]2[CH:15]=[CH:16][C:17]3[N:18]([C:20]([CH:23]([CH3:25])[CH3:24])=[N:21][N:22]=3)[N:19]=2)=[CH:12][N:11]([CH:29]2[CH2:30][CH2:31][O:26][CH2:27][CH2:28]2)[N:10]=1, predict the reactants needed to synthesize it. The reactants are: [F:1][C:2]1[CH:7]=[C:6]([F:8])[CH:5]=[CH:4][C:3]=1[C:9]1[C:13]([C:14]2[CH:15]=[CH:16][C:17]3[N:18]([C:20]([CH:23]([CH3:25])[CH3:24])=[N:21][N:22]=3)[N:19]=2)=[CH:12][NH:11][N:10]=1.[O:26]1[CH2:31][CH2:30][CH:29](O)[CH2:28][CH2:27]1.C1C=CC(P(C2C=CC=CC=2)C2C=CC=CC=2)=CC=1.N(C(OCC)=O)=NC(OCC)=O. (3) Given the product [CH:23]1[C:24]2[C:29](=[CH:28][CH:27]=[CH:26][CH:25]=2)[CH:30]=[CH:31][C:22]=1[C@:17]1([C:18]([O:20][CH3:21])=[O:19])[CH2:8][C:7]1([C:1]1[CH:6]=[CH:5][CH:4]=[CH:3][CH:2]=1)[C:9]1[CH:14]=[CH:13][CH:12]=[CH:11][CH:10]=1, predict the reactants needed to synthesize it. The reactants are: [C:1]1([C:7]([C:9]2[CH:14]=[CH:13][CH:12]=[CH:11][CH:10]=2)=[CH2:8])[CH:6]=[CH:5][CH:4]=[CH:3][CH:2]=1.[N+](=[C:17]([C:22]1[CH:31]=[CH:30][C:29]2[C:24](=[CH:25][CH:26]=[CH:27][CH:28]=2)[CH:23]=1)[C:18]([O:20][CH3:21])=[O:19])=[N-].